Dataset: Catalyst prediction with 721,799 reactions and 888 catalyst types from USPTO. Task: Predict which catalyst facilitates the given reaction. (1) Reactant: [CH:1]12[N:8]([C:9]([O:11][C:12]([CH3:15])([CH3:14])[CH3:13])=[O:10])[CH:5]([CH2:6][CH2:7]1)[CH2:4][NH:3][CH2:2]2.N1([C:21]([O:23][C:24]2([C:28]([F:31])([F:30])[F:29])[CH2:27][CH2:26][CH2:25]2)=[O:22])C=CN=C1.C(N(CC)CC)C. Product: [CH:1]12[N:8]([C:9]([O:11][C:12]([CH3:15])([CH3:14])[CH3:13])=[O:10])[CH:5]([CH2:6][CH2:7]1)[CH2:4][N:3]([C:21]([O:23][C:24]1([C:28]([F:29])([F:30])[F:31])[CH2:25][CH2:26][CH2:27]1)=[O:22])[CH2:2]2. The catalyst class is: 1. (2) Reactant: Cl[CH2:2][C:3]([NH:5][CH2:6][C@@H:7]([NH:9][C:10](=[O:16])[O:11][C:12]([CH3:15])([CH3:14])[CH3:13])[CH3:8])=[O:4].C(=O)([O-])[O-].[K+].[K+].CC(OC(OC(OC(C)(C)C)=O)=O)(C)C.O. Product: [CH3:8][C@H:7]1[CH2:6][NH:5][C:3](=[O:4])[CH2:2][N:9]1[C:10]([O:11][C:12]([CH3:15])([CH3:14])[CH3:13])=[O:16]. The catalyst class is: 55. (3) Reactant: [CH3:1][O:2][C:3]1[CH:8]=[CH:7][C:6]([C:9](=O)[CH2:10][CH3:11])=[CH:5][CH:4]=1.Cl.[NH2:14][OH:15].C(N(CC)CC)C. Product: [OH:15][N:14]=[C:9]([C:6]1[CH:7]=[CH:8][C:3]([O:2][CH3:1])=[CH:4][CH:5]=1)[CH2:10][CH3:11]. The catalyst class is: 8. (4) Reactant: [NH2:1][C:2]1[N:7]=[C:6]([C:8]2[O:9][CH:10]=[CH:11][CH:12]=2)[C:5]([C:13]#[N:14])=[C:4]([NH:15][CH2:16][C:17]2[CH:22]=[CH:21][C:20]([CH3:23])=[CH:19][N:18]=2)[N:3]=1.[Br:24]N1C(=O)CCC1=O. Product: [NH2:1][C:2]1[N:7]=[C:6]([C:8]2[O:9][C:10]([Br:24])=[CH:11][CH:12]=2)[C:5]([C:13]#[N:14])=[C:4]([NH:15][CH2:16][C:17]2[CH:22]=[CH:21][C:20]([CH3:23])=[CH:19][N:18]=2)[N:3]=1. The catalyst class is: 3.